Dataset: NCI-60 drug combinations with 297,098 pairs across 59 cell lines. Task: Regression. Given two drug SMILES strings and cell line genomic features, predict the synergy score measuring deviation from expected non-interaction effect. (1) Drug 1: C1CCC(C1)C(CC#N)N2C=C(C=N2)C3=C4C=CNC4=NC=N3. Drug 2: CN1C2=C(C=C(C=C2)N(CCCl)CCCl)N=C1CCCC(=O)O.Cl. Cell line: NCI-H460. Synergy scores: CSS=-2.82, Synergy_ZIP=-0.0711, Synergy_Bliss=-1.97, Synergy_Loewe=-2.97, Synergy_HSA=-2.53. (2) Drug 1: CC1OCC2C(O1)C(C(C(O2)OC3C4COC(=O)C4C(C5=CC6=C(C=C35)OCO6)C7=CC(=C(C(=C7)OC)O)OC)O)O. Cell line: LOX IMVI. Drug 2: CC1C(C(=O)NC(C(=O)N2CCCC2C(=O)N(CC(=O)N(C(C(=O)O1)C(C)C)C)C)C(C)C)NC(=O)C3=C4C(=C(C=C3)C)OC5=C(C(=O)C(=C(C5=N4)C(=O)NC6C(OC(=O)C(N(C(=O)CN(C(=O)C7CCCN7C(=O)C(NC6=O)C(C)C)C)C)C(C)C)C)N)C. Synergy scores: CSS=43.0, Synergy_ZIP=19.9, Synergy_Bliss=19.7, Synergy_Loewe=20.2, Synergy_HSA=20.4. (3) Drug 1: CS(=O)(=O)C1=CC(=C(C=C1)C(=O)NC2=CC(=C(C=C2)Cl)C3=CC=CC=N3)Cl. Drug 2: CCCS(=O)(=O)NC1=C(C(=C(C=C1)F)C(=O)C2=CNC3=C2C=C(C=N3)C4=CC=C(C=C4)Cl)F. Cell line: BT-549. Synergy scores: CSS=4.48, Synergy_ZIP=0.465, Synergy_Bliss=4.17, Synergy_Loewe=1.67, Synergy_HSA=1.88. (4) Drug 1: CC1=CC=C(C=C1)C2=CC(=NN2C3=CC=C(C=C3)S(=O)(=O)N)C(F)(F)F. Drug 2: CC1=C(C(=O)C2=C(C1=O)N3CC4C(C3(C2COC(=O)N)OC)N4)N. Cell line: IGROV1. Synergy scores: CSS=5.62, Synergy_ZIP=-0.593, Synergy_Bliss=2.45, Synergy_Loewe=-5.53, Synergy_HSA=-1.14. (5) Drug 1: C1CC(=O)NC(=O)C1N2C(=O)C3=CC=CC=C3C2=O. Drug 2: CC1CCCC2(C(O2)CC(NC(=O)CC(C(C(=O)C(C1O)C)(C)C)O)C(=CC3=CSC(=N3)C)C)C. Cell line: SK-MEL-28. Synergy scores: CSS=19.9, Synergy_ZIP=1.93, Synergy_Bliss=0.396, Synergy_Loewe=-20.0, Synergy_HSA=-1.49. (6) Drug 1: CC1C(C(CC(O1)OC2CC(CC3=C2C(=C4C(=C3O)C(=O)C5=C(C4=O)C(=CC=C5)OC)O)(C(=O)CO)O)N)O.Cl. Drug 2: COC1=C2C(=CC3=C1OC=C3)C=CC(=O)O2. Cell line: NCI/ADR-RES. Synergy scores: CSS=-3.89, Synergy_ZIP=2.35, Synergy_Bliss=-0.0107, Synergy_Loewe=-5.21, Synergy_HSA=-5.67. (7) Drug 1: CNC(=O)C1=CC=CC=C1SC2=CC3=C(C=C2)C(=NN3)C=CC4=CC=CC=N4. Drug 2: C1CC(=O)NC(=O)C1N2C(=O)C3=CC=CC=C3C2=O. Cell line: OVCAR3. Synergy scores: CSS=-2.69, Synergy_ZIP=9.81, Synergy_Bliss=14.6, Synergy_Loewe=5.64, Synergy_HSA=3.81.